Task: Predict the reactants needed to synthesize the given product.. Dataset: Full USPTO retrosynthesis dataset with 1.9M reactions from patents (1976-2016) (1) The reactants are: [NH2:1][C:2]1[CH:11]=[CH:10][C:9]([OH:12])=[CH:8][C:3]=1[C:4]([O:6][CH3:7])=[O:5].[CH3:13][C:14]([O:17][C:18](O[C:18]([O:17][C:14]([CH3:16])([CH3:15])[CH3:13])=[O:19])=[O:19])([CH3:16])[CH3:15]. Given the product [C:14]([O:17][C:18]([NH:1][C:2]1[CH:11]=[CH:10][C:9]([OH:12])=[CH:8][C:3]=1[C:4]([O:6][CH3:7])=[O:5])=[O:19])([CH3:16])([CH3:15])[CH3:13], predict the reactants needed to synthesize it. (2) The reactants are: [N:1]1[CH:6]=[CH:5][CH:4]=[C:3](/[C:7](/[C:12]2[CH:17]=[CH:16][CH:15]=[C:14]([O:18][C:19]3[CH:24]=[CH:23][C:22]([CH2:25][NH:26][C:27]4[CH:32]=[CH:31][CH:30]=[CH:29][N:28]=4)=[CH:21][CH:20]=3)[N:13]=2)=[CH:8]/[C:9]([OH:11])=[O:10])[CH:2]=1.C1CCC=CC=1. Given the product [N:1]1[CH:6]=[CH:5][CH:4]=[C:3]([CH:7]([C:12]2[CH:17]=[CH:16][CH:15]=[C:14]([O:18][C:19]3[CH:24]=[CH:23][C:22]([CH2:25][NH:26][C:27]4[CH:32]=[CH:31][CH:30]=[CH:29][N:28]=4)=[CH:21][CH:20]=3)[N:13]=2)[CH2:8][C:9]([OH:11])=[O:10])[CH:2]=1, predict the reactants needed to synthesize it.